From a dataset of Peptide-MHC class II binding affinity with 134,281 pairs from IEDB. Regression. Given a peptide amino acid sequence and an MHC pseudo amino acid sequence, predict their binding affinity value. This is MHC class II binding data. (1) The peptide sequence is YDDNGAKQNAAER. The MHC is H-2-IAk with pseudo-sequence H-2-IAk. The binding affinity (normalized) is 0.184. (2) The peptide sequence is ASRELERFALNPSLL. The MHC is DRB1_0101 with pseudo-sequence DRB1_0101. The binding affinity (normalized) is 0.462.